Dataset: Reaction yield outcomes from USPTO patents with 853,638 reactions. Task: Predict the reaction yield, written as a fraction of the theoretical maximum amount of product (1.0 means a 100% yield; for example, 0.34 means a 34% yield). (1) The reactants are [CH3:1][N:2]1[C:14]2[CH2:13][CH2:12][CH2:11][C:10](=[O:15])[C:9]=2[C:8]2[C:3]1=[CH:4][CH:5]=[CH:6][CH:7]=2.[C:16](Cl)(=O)[CH3:17].C[C:21]1[NH:22][CH:23]=[CH:24][N:25]=1. The catalyst is C1(C)C=CC=CC=1. The product is [CH3:1][N:2]1[C:14]2[CH2:13][CH2:12][CH:11]([CH2:21][N:22]3[CH:23]=[CH:24][N:25]=[C:16]3[CH3:17])[C:10](=[O:15])[C:9]=2[C:8]2[C:3]1=[CH:4][CH:5]=[CH:6][CH:7]=2. The yield is 0.580. (2) The reactants are [H-].[H-].[H-].[H-].[Li+].[Al+3].[C:7]([O:11][C:12]([N:14]([CH2:23][CH3:24])[C:15]([CH3:22])([CH3:21])[C:16](OCC)=[O:17])=[O:13])([CH3:10])([CH3:9])[CH3:8]. The catalyst is C1COCC1. The product is [CH2:23]([N:14]([C:15]([CH3:21])([CH3:22])[CH2:16][OH:17])[C:12](=[O:13])[O:11][C:7]([CH3:10])([CH3:8])[CH3:9])[CH3:24]. The yield is 0.450. (3) The reactants are [NH2:1][C:2]1[CH:7]=[CH:6][C:5](Br)=[CH:4][C:3]=1[NH:9][C:10]([N:12]1[CH2:16][CH2:15][CH2:14][CH2:13]1)=[O:11].[N:17]1[CH:22]=[CH:21][CH:20]=[C:19](B(O)O)[CH:18]=1.C(=O)(O)[O-].[Na+]. The catalyst is C1COCC1.O.[Pd]. The product is [NH2:1][C:2]1[CH:7]=[CH:6][C:5]([C:19]2[CH:18]=[N:17][CH:22]=[CH:21][CH:20]=2)=[CH:4][C:3]=1[NH:9][C:10]([N:12]1[CH2:16][CH2:15][CH2:14][CH2:13]1)=[O:11]. The yield is 0.630. (4) The reactants are C1N=[CH:4][N:3](C(N2C=NC=C2)=O)[CH:2]=1.[CH3:13][O:14][C:15]1[CH:16]=[C:17]2[C:21](=[CH:22][CH:23]=1)[NH:20][C:19]([C:24]([OH:26])=O)=[CH:18]2.CNC.O. The catalyst is C(Cl)Cl. The product is [CH3:2][N:3]([CH3:4])[C:24]([C:19]1[NH:20][C:21]2[C:17]([CH:18]=1)=[CH:16][C:15]([O:14][CH3:13])=[CH:23][CH:22]=2)=[O:26]. The yield is 0.750. (5) The reactants are [F:1][C:2]([F:16])([F:15])[C:3]([C:6]1[CH:11]=[CH:10][C:9]([N+:12]([O-])=O)=[CH:8][CH:7]=1)(O)[OH:4].[H][H]. The catalyst is [Pd].C(O)C. The product is [NH2:12][C:9]1[CH:10]=[CH:11][C:6]([CH:3]([OH:4])[C:2]([F:1])([F:15])[F:16])=[CH:7][CH:8]=1. The yield is 1.00. (6) The reactants are C(Cl)Cl.[Cl:4][C:5]1[CH:10]=[CH:9][C:8]([S:11]([CH:14]([C:21]2[CH:26]=[C:25]([F:27])[CH:24]=[CH:23][C:22]=2[F:28])[C:15]2[CH:16]=[N:17][CH:18]=[CH:19][CH:20]=2)(=[O:13])=[O:12])=[CH:7][CH:6]=1.ClC1C=CC=C(C(OO)=[O:37])C=1.C(OCC)(=O)C. The catalyst is CCOCC. The product is [Cl:4][C:5]1[CH:10]=[CH:9][C:8]([S:11]([CH:14]([C:21]2[CH:26]=[C:25]([F:27])[CH:24]=[CH:23][C:22]=2[F:28])[C:15]2[CH:16]=[N+:17]([O-:37])[CH:18]=[CH:19][CH:20]=2)(=[O:12])=[O:13])=[CH:7][CH:6]=1. The yield is 0.400. (7) The reactants are [CH3:1][O-].[Na+:3].CCO[C:7]([CH3:9])=[O:8].C(OC)=O.[C:14]([CH2:16][C:17]([NH:19][C:20]1[CH:25]=[CH:24][CH:23]=[CH:22][CH:21]=1)=[S:18])#[N:15]. The catalyst is CO.CCO. The product is [C:14]([C:16]1[CH:1]=[CH:9][C:7](=[O:8])[N:19]([C:20]2[CH:25]=[CH:24][CH:23]=[CH:22][CH:21]=2)[C:17]=1[S-:18])#[N:15].[Na+:3]. The yield is 1.00. (8) The reactants are [CH3:1][O:2][C:3](=[O:36])[C@@H:4]([N:15]([CH2:24][CH:25]([NH:27][C:28]1[CH:33]=[CH:32][C:31]([Cl:34])=[C:30]([Cl:35])[CH:29]=1)[CH3:26])[C:16](=[O:23])[CH2:17][CH:18](OC)OC)[CH2:5][CH2:6][O:7][CH2:8][C:9]1[CH:14]=[CH:13][CH:12]=[CH:11][CH:10]=1.FC(F)(F)C(O)=O.C([SiH](CC)CC)C.C(N(CC)CC)C. The catalyst is C(Cl)Cl.C(OCC)C.O. The product is [CH3:1][O:2][C:3](=[O:36])[C@@H:4]([N:15]1[C:16](=[O:23])[CH2:17][CH2:18][N:27]([C:28]2[CH:33]=[CH:32][C:31]([Cl:34])=[C:30]([Cl:35])[CH:29]=2)[CH:25]([CH3:26])[CH2:24]1)[CH2:5][CH2:6][O:7][CH2:8][C:9]1[CH:10]=[CH:11][CH:12]=[CH:13][CH:14]=1. The yield is 0.460. (9) The reactants are [CH3:1][O:2][P:3]([O:7]C)([O:5][CH3:6])=[O:4].[CH3:9][N:10]1[CH:14]=[CH:13][N:12]=[CH:11]1. No catalyst specified. The product is [CH3:1][O:2][P:3]([O-:7])([O:5][CH3:6])=[O:4].[CH3:9][N+:10]1([CH3:1])[CH:14]=[CH:13][N:12]=[CH:11]1. The yield is 1.00. (10) The reactants are [C:1]([C:4]1[C:5]([NH:25][C:26]2[CH:31]=[CH:30][CH:29]=[CH:28][C:27]=2[NH:32]C(=O)OC(C)(C)C)=[N:6][C:7]([NH:10][C:11]2[CH:16]=[CH:15][C:14]([N:17]3[CH2:22][CH2:21][O:20][CH2:19][CH2:18]3)=[CH:13][C:12]=2[O:23][CH3:24])=[N:8][CH:9]=1)(=[O:3])[CH3:2].CO. The catalyst is C(Cl)Cl.C(O)(C(F)(F)F)=O. The product is [NH2:32][C:27]1[CH:28]=[CH:29][CH:30]=[CH:31][C:26]=1[NH:25][C:5]1[C:4]([C:1](=[O:3])[CH3:2])=[CH:9][N:8]=[C:7]([NH:10][C:11]2[CH:16]=[CH:15][C:14]([N:17]3[CH2:22][CH2:21][O:20][CH2:19][CH2:18]3)=[CH:13][C:12]=2[O:23][CH3:24])[N:6]=1. The yield is 0.980.